From a dataset of hERG Central: cardiac toxicity at 1µM, 10µM, and general inhibition. Predict hERG channel inhibition at various concentrations. The drug is CCOc1ccccc1OCC(=O)Nc1cc(S(=O)(=O)N2CCCCC2)ccc1N1CCN(CC)CC1. Results: hERG_inhib (hERG inhibition (general)): blocker.